From a dataset of Catalyst prediction with 721,799 reactions and 888 catalyst types from USPTO. Predict which catalyst facilitates the given reaction. Reactant: C(N(C(C)C)CC)(C)C.[C:10]([O:14][C:15](=[O:23])[NH:16][CH:17]1[CH2:22][CH2:21][NH:20][CH2:19][CH2:18]1)([CH3:13])([CH3:12])[CH3:11].[CH3:24][O:25][C:26]([C:28]1[O:29][C:30]([S:33](Cl)(=[O:35])=[O:34])=[CH:31][CH:32]=1)=[O:27]. Product: [CH3:24][O:25][C:26]([C:28]1[O:29][C:30]([S:33]([N:20]2[CH2:21][CH2:22][CH:17]([NH:16][C:15]([O:14][C:10]([CH3:13])([CH3:11])[CH3:12])=[O:23])[CH2:18][CH2:19]2)(=[O:35])=[O:34])=[CH:31][CH:32]=1)=[O:27]. The catalyst class is: 2.